Dataset: Reaction yield outcomes from USPTO patents with 853,638 reactions. Task: Predict the reaction yield, written as a fraction of the theoretical maximum amount of product (1.0 means a 100% yield; for example, 0.34 means a 34% yield). (1) The reactants are [OH:1][C:2]1[CH:22]=[CH:21][C:5]([C:6]([N:8]2[CH2:13][CH2:12][N:11]([C:14]([O:16][C:17]([CH3:20])([CH3:19])[CH3:18])=[O:15])[CH2:10][CH2:9]2)=[O:7])=[CH:4][CH:3]=1.[H-].[Na+].Cl[C:26]1[N:27]([CH2:34][C@:35]2([CH3:38])[CH2:37][O:36]2)[CH:28]=[C:29]([N+:31]([O-:33])=[O:32])[N:30]=1. The catalyst is CN(C=O)C. The product is [CH3:37][C@@:35]1([CH2:38][O:1][C:2]2[CH:3]=[CH:4][C:5]([C:6]([N:8]3[CH2:9][CH2:10][N:11]([C:14]([O:16][C:17]([CH3:19])([CH3:18])[CH3:20])=[O:15])[CH2:12][CH2:13]3)=[O:7])=[CH:21][CH:22]=2)[O:36][C:26]2=[N:30][C:29]([N+:31]([O-:33])=[O:32])=[CH:28][N:27]2[CH2:34]1. The yield is 0.700. (2) The reactants are [CH3:1][NH:2][CH3:3].[BH3-]C#N.[Na+].[CH3:8][N:9]1[CH:13]=[CH:12][C:11]([NH:14][C:15]([C:17]2[CH:27]=[C:26]([O:28][C:29]3[CH:34]=[CH:33][C:32]([CH:35]=[O:36])=[CH:31][C:30]=3[F:37])[C:20]3[CH2:21][C:22]([CH3:25])([CH3:24])[O:23][C:19]=3[CH:18]=2)=[O:16])=[N:10]1. The catalyst is CO. The product is [CH3:8][N:9]1[CH:13]=[CH:12][C:11]([NH:14][C:15]([C:17]2[CH:27]=[C:26]([O:28][C:29]3[CH:34]=[CH:33][C:32]([CH2:35][N:2]([CH3:3])[CH3:1])=[CH:31][C:30]=3[F:37])[C:20]3[CH2:21][C:22]([CH3:24])([CH3:25])[O:23][C:19]=3[CH:18]=2)=[O:16])=[N:10]1.[CH3:8][N:9]1[CH:13]=[CH:12][C:11]([NH:14][C:15]([C:17]2[CH:27]=[C:26]([O:28][C:29]3[CH:34]=[CH:33][C:32]([CH2:35][OH:36])=[CH:31][C:30]=3[F:37])[C:20]3[CH2:21][C:22]([CH3:25])([CH3:24])[O:23][C:19]=3[CH:18]=2)=[O:16])=[N:10]1. The yield is 0.240. (3) The reactants are [F:1][C:2]1[CH:9]=[CH:8][C:7]([S:10]([N:13]2[CH2:18][CH2:17][N:16]([C:19]3[CH:24]=[CH:23][C:22]([F:25])=[CH:21][C:20]=3[C:26]([F:29])([F:28])[F:27])[CH2:15][C@H:14]2[CH3:30])(=[O:12])=[O:11])=[CH:6][C:3]=1[C:4]#[N:5].C(O)(C(F)(F)F)=[O:32].OS(O)(=O)=O.[OH-].[Na+]. No catalyst specified. The product is [F:1][C:2]1[CH:9]=[CH:8][C:7]([S:10]([N:13]2[CH2:18][CH2:17][N:16]([C:19]3[CH:24]=[CH:23][C:22]([F:25])=[CH:21][C:20]=3[C:26]([F:27])([F:29])[F:28])[CH2:15][C@H:14]2[CH3:30])(=[O:12])=[O:11])=[CH:6][C:3]=1[C:4]([NH2:5])=[O:32]. The yield is 0.584. (4) The reactants are [S:1]1[CH:5]=[CH:4][N:3]=[C:2]1[C:6]([CH2:24][N:25]1[CH:29]=[CH:28][N:27]=[CH:26]1)=[CH:7][C:8]1[CH:9]=[C:10]([CH:15]=[C:16]([C:18]2[CH:23]=[CH:22][CH:21]=[CH:20][CH:19]=2)[CH:17]=1)[C:11]([O:13]C)=[O:12].[OH-].[Na+]. The catalyst is CO. The product is [S:1]1[CH:5]=[CH:4][N:3]=[C:2]1[C:6]([CH2:24][N:25]1[CH:29]=[CH:28][N:27]=[CH:26]1)=[CH:7][C:8]1[CH:9]=[C:10]([CH:15]=[C:16]([C:18]2[CH:23]=[CH:22][CH:21]=[CH:20][CH:19]=2)[CH:17]=1)[C:11]([OH:13])=[O:12]. The yield is 0.680. (5) The reactants are C(OC([N:8]([C:13]1[CH:53]=[CH:52][C:16]([C:17]([O:19][C:20]([CH3:51])([CH3:50])[C:21]([O:23][C@H:24]([C:35]2[CH:40]=[CH:39][C:38]([O:41][CH:42]([F:44])[F:43])=[C:37]([O:45][CH2:46][CH:47]3[CH2:49][CH2:48]3)[CH:36]=2)[CH2:25][C:26]2[C:31]([Cl:32])=[CH:30][N+:29]([O-:33])=[CH:28][C:27]=2[Cl:34])=[O:22])=[O:18])=[CH:15][C:14]=1[O:54][CH2:55][CH:56]1[CH2:58][CH2:57]1)[S:9]([CH3:12])(=[O:11])=[O:10])=O)(C)(C)C.O1CCOCC1. The catalyst is C(Cl)Cl.Cl. The product is [Cl:34][C:27]1[CH:28]=[N+:29]([O-:33])[CH:30]=[C:31]([Cl:32])[C:26]=1[CH2:25][C@@H:24]([C:35]1[CH:40]=[CH:39][C:38]([O:41][CH:42]([F:43])[F:44])=[C:37]([O:45][CH2:46][CH:47]2[CH2:48][CH2:49]2)[CH:36]=1)[O:23][C:21](=[O:22])[C:20]([O:19][C:17](=[O:18])[C:16]1[CH:52]=[CH:53][C:13]([NH:8][S:9]([CH3:12])(=[O:11])=[O:10])=[C:14]([O:54][CH2:55][CH:56]2[CH2:58][CH2:57]2)[CH:15]=1)([CH3:50])[CH3:51]. The yield is 0.336. (6) The reactants are [C:1](=[O:17])([O-])[O:2][C:3]1[CH:8]=CC([N+]([O-])=O)=C[C:4]=1C(C)(C)C.[CH2:18]([NH2:21])[CH2:19][NH2:20].[CH3:22]N(C=O)C. No catalyst specified. The product is [C:1]([NH:20][CH2:19][CH2:18][NH2:21])([O:2][C:3]([CH3:4])([CH3:8])[CH3:22])=[O:17]. The yield is 0.630. (7) The reactants are [Br:1][C:2]1[CH:7]=[CH:6][C:5]([CH2:8][CH2:9]Br)=[CH:4][N:3]=1.[NH:11]1[CH2:15][CH2:14][CH2:13][C:12]1=[O:16].[H-].[Na+]. The catalyst is CO.C(OCC)(=O)C. The product is [Br:1][C:2]1[N:3]=[CH:4][C:5]([CH2:8][CH2:9][N:11]2[CH2:15][CH2:14][CH2:13][C:12]2=[O:16])=[CH:6][CH:7]=1. The yield is 0.750.